From a dataset of NCI-60 drug combinations with 297,098 pairs across 59 cell lines. Regression. Given two drug SMILES strings and cell line genomic features, predict the synergy score measuring deviation from expected non-interaction effect. (1) Drug 1: C1CCC(C1)C(CC#N)N2C=C(C=N2)C3=C4C=CNC4=NC=N3. Synergy scores: CSS=10.7, Synergy_ZIP=-11.2, Synergy_Bliss=-10.1, Synergy_Loewe=-13.6, Synergy_HSA=-10.1. Drug 2: C(CC(=O)O)C(=O)CN.Cl. Cell line: MOLT-4. (2) Drug 1: C1=NC2=C(N=C(N=C2N1C3C(C(C(O3)CO)O)O)F)N. Drug 2: C1C(C(OC1N2C=NC(=NC2=O)N)CO)O. Cell line: IGROV1. Synergy scores: CSS=-3.45, Synergy_ZIP=0.773, Synergy_Bliss=-0.196, Synergy_Loewe=-2.42, Synergy_HSA=-2.15. (3) Drug 1: CCCS(=O)(=O)NC1=C(C(=C(C=C1)F)C(=O)C2=CNC3=C2C=C(C=N3)C4=CC=C(C=C4)Cl)F. Drug 2: CC1=C(C(=O)C2=C(C1=O)N3CC4C(C3(C2COC(=O)N)OC)N4)N. Cell line: MDA-MB-231. Synergy scores: CSS=15.5, Synergy_ZIP=0.609, Synergy_Bliss=4.75, Synergy_Loewe=-26.6, Synergy_HSA=2.78. (4) Drug 1: CC1=CC=C(C=C1)C2=CC(=NN2C3=CC=C(C=C3)S(=O)(=O)N)C(F)(F)F. Drug 2: C(CN)CNCCSP(=O)(O)O. Cell line: A549. Synergy scores: CSS=0.793, Synergy_ZIP=-1.00, Synergy_Bliss=-2.00, Synergy_Loewe=-1.72, Synergy_HSA=-1.52.